Task: Predict the product of the given reaction.. Dataset: Forward reaction prediction with 1.9M reactions from USPTO patents (1976-2016) (1) Given the reactants Cl.[CH2:2]([O:9][C:10]1[CH:15]=[CH:14][C:13]([NH:16][C:17]2[C:26]3[C:21](=[CH:22][C:23]([F:34])=[C:24]([C:27]4[O:31][C:30]([CH:32]=O)=[CH:29][CH:28]=4)[CH:25]=3)[N:20]=[CH:19][N:18]=2)=[CH:12][CH:11]=1)[C:3]1[CH:8]=[CH:7][CH:6]=[CH:5][CH:4]=1.C(N(C(C)C)CC)(C)C.[CH3:44][S:45]([CH2:48][CH2:49][NH2:50])(=[O:47])=[O:46].C(O[BH-](OC(=O)C)OC(=O)C)(=O)C.[Na+], predict the reaction product. The product is: [CH2:2]([O:9][C:10]1[CH:15]=[CH:14][C:13]([NH:16][C:17]2[C:26]3[C:21](=[CH:22][C:23]([F:34])=[C:24]([C:27]4[O:31][C:30]([CH2:32][NH:50][CH2:49][CH2:48][S:45]([CH3:44])(=[O:47])=[O:46])=[CH:29][CH:28]=4)[CH:25]=3)[N:20]=[CH:19][N:18]=2)=[CH:12][CH:11]=1)[C:3]1[CH:4]=[CH:5][CH:6]=[CH:7][CH:8]=1. (2) Given the reactants [C:1]([O:5][C:6]([NH:8][CH2:9][C:10]1[N:11]([CH2:33][CH:34]([CH3:36])[CH3:35])[C:12](=[O:32])[C:13]2[C:18]([C:19]=1[C:20]1[CH:25]=[CH:24][C:23]([Cl:26])=[CH:22][CH:21]=1)=[CH:17][C:16](/[CH:27]=[CH:28]/[C:29]([OH:31])=O)=[CH:15][CH:14]=2)=[O:7])([CH3:4])([CH3:3])[CH3:2].Cl.C([N:40]=C=NCCCN(C)C)C.[NH4+].ON1C2C=CC=CC=2N=N1.O, predict the reaction product. The product is: [C:1]([O:5][C:6]([NH:8][CH2:9][C:10]1[N:11]([CH2:33][CH:34]([CH3:36])[CH3:35])[C:12](=[O:32])[C:13]2[C:18]([C:19]=1[C:20]1[CH:21]=[CH:22][C:23]([Cl:26])=[CH:24][CH:25]=1)=[CH:17][C:16](/[CH:27]=[CH:28]/[C:29]([NH2:40])=[O:31])=[CH:15][CH:14]=2)=[O:7])([CH3:4])([CH3:2])[CH3:3]. (3) The product is: [CH3:16][C:11]1([CH3:17])[C:12]([CH3:15])([CH3:14])[O:13][B:9]([C:4]2[CH:5]=[CH:6][CH:7]=[CH:8][C:3]=2[CH2:2][P:18](=[O:25])([O:22][CH2:23][CH3:24])[O:19][CH2:20][CH3:21])[O:10]1. Given the reactants Br[CH2:2][C:3]1[CH:8]=[CH:7][CH:6]=[CH:5][C:4]=1[B:9]1[O:13][C:12]([CH3:15])([CH3:14])[C:11]([CH3:17])([CH3:16])[O:10]1.[P:18]([O:25]CC)([O:22][CH2:23][CH3:24])[O:19][CH2:20][CH3:21], predict the reaction product. (4) Given the reactants [CH3:1][O:2][C:3]1[CH:12]=[CH:11][C:10]2[C:5](=[CH:6][CH:7]=[CH:8][CH:9]=2)[C:4]=1[CH2:13][NH:14][CH3:15].CNCC1C=CC2C(=CC=CC=2)C=1CCC.Cl.[O:33]=[C:34]1[NH:43][C:42]2[N:41]=[CH:40][C:39](/[CH:44]=[CH:45]/[C:46]([OH:48])=O)=[CH:38][C:37]=2[CH2:36][CH2:35]1.Cl.CN1CC2C=C(/C=C/C(O)=O)C=NC=2NC(=O)C1, predict the reaction product. The product is: [CH3:1][O:2][C:3]1[CH:12]=[CH:11][C:10]2[C:5](=[CH:6][CH:7]=[CH:8][CH:9]=2)[C:4]=1[CH2:13][N:14]([CH3:15])[C:46](=[O:48])/[CH:45]=[CH:44]/[C:39]1[CH:40]=[N:41][C:42]2[NH:43][C:34](=[O:33])[CH2:35][CH2:36][C:37]=2[CH:38]=1. (5) Given the reactants [NH2:1][C@@H:2]([CH2:6][CH:7]=[CH2:8])[C:3]([OH:5])=[O:4].[OH-].[Na+].O.[CH3:12][C:13]([O:16][C:17](O[C:17]([O:16][C:13]([CH3:15])([CH3:14])[CH3:12])=[O:18])=[O:18])([CH3:15])[CH3:14], predict the reaction product. The product is: [C:13]([O:16][C:17]([NH:1][C@@H:2]([CH2:6][CH:7]=[CH2:8])[C:3]([OH:5])=[O:4])=[O:18])([CH3:15])([CH3:14])[CH3:12]. (6) Given the reactants Cl[C:2]1[N:7]2[N:8]=[C:9]([CH3:11])[CH:10]=[C:6]2[N:5]=[C:4]([NH:12][C:13](=[O:24])[C:14]2[CH:19]=[CH:18][C:17]([C:20]([F:23])([F:22])[F:21])=[N:16][CH:15]=2)[CH:3]=1.[NH:25]1[CH2:30][CH2:29][O:28][CH2:27][CH2:26]1, predict the reaction product. The product is: [CH3:11][C:9]1[CH:10]=[C:6]2[N:5]=[C:4]([NH:12][C:13](=[O:24])[C:14]3[CH:19]=[CH:18][C:17]([C:20]([F:23])([F:22])[F:21])=[N:16][CH:15]=3)[CH:3]=[C:2]([N:25]3[CH2:30][CH2:29][O:28][CH2:27][CH2:26]3)[N:7]2[N:8]=1.